This data is from Full USPTO retrosynthesis dataset with 1.9M reactions from patents (1976-2016). The task is: Predict the reactants needed to synthesize the given product. (1) Given the product [C:1]([O:8][C:9]1[CH:14]=[CH:13][C:12]([C:15]2[CH:20]=[CH:19][CH:18]=[CH:17][CH:16]=2)=[CH:11][C:10]=1[CH2:21][CH3:22])(=[O:3])[CH3:2], predict the reactants needed to synthesize it. The reactants are: [C:1](OC(=O)C)(=[O:3])[CH3:2].[OH:8][C:9]1[CH:14]=[CH:13][C:12]([C:15]2[CH:20]=[CH:19][CH:18]=[CH:17][CH:16]=2)=[CH:11][C:10]=1[CH2:21][CH3:22].N1C=CC=CC=1. (2) Given the product [CH:1](=[C:8]1[NH:12][C:11](=[O:13])[C:10]([N:14]=[O:15])=[C:9]1[NH:18][C:19]1[CH:24]=[CH:23][CH:22]=[CH:21][CH:20]=1)[C:2]1[CH:7]=[CH:6][CH:5]=[CH:4][CH:3]=1, predict the reactants needed to synthesize it. The reactants are: [CH:1](=[C:8]1[NH:12][C:11](=[O:13])[C:10]([N:14]=[O:15])=[C:9]1OC)[C:2]1[CH:7]=[CH:6][CH:5]=[CH:4][CH:3]=1.[NH2:18][C:19]1[CH:24]=[CH:23][CH:22]=[CH:21][CH:20]=1. (3) Given the product [CH3:29][NH:30][C:31]([N:17]1[C:11]2[NH:12][CH:13]=[C:14]3[C:15](=[O:16])[N:7]([C:1]4[CH:2]=[CH:3][CH:4]=[CH:5][CH:6]=4)[N:8]=[C:9]3[C:10]=2[CH:19]=[CH:18]1)=[O:32], predict the reactants needed to synthesize it. The reactants are: [C:1]1([N:7]2[C:15](=[O:16])[C:14]3[C:9]([C:10]4[CH:19]=[CH:18][NH:17][C:11]=4[NH:12][CH:13]=3)=[N:8]2)[CH:6]=[CH:5][CH:4]=[CH:3][CH:2]=1.C(N(C(C)C)CC)(C)C.[CH3:29][N:30]=[C:31]=[O:32].